This data is from Full USPTO retrosynthesis dataset with 1.9M reactions from patents (1976-2016). The task is: Predict the reactants needed to synthesize the given product. (1) The reactants are: C(OC([N:8]1[CH2:13][CH2:12][N:11]([C:14]([N:16]2[CH2:20][C@@H:19]([C:21]3[CH:26]=[CH:25][C:24]([F:27])=[CH:23][CH:22]=3)[C@H:18]([N:28]([C:30](=[O:48])[C:31]([C:34]3[CH:39]=[C:38]([C:40]([F:43])([F:42])[F:41])[CH:37]=[C:36]([C:44]([F:47])([F:46])[F:45])[CH:35]=3)([CH3:33])[CH3:32])[CH3:29])[CH2:17]2)=[O:15])[CH2:10][CH2:9]1)=O)(C)(C)C.C(O)(C(F)(F)F)=O.C([O-])(O)=O.[Na+]. Given the product [F:47][C:44]([F:45])([F:46])[C:36]1[CH:35]=[C:34]([C:31]([CH3:32])([CH3:33])[C:30]([N:28]([C@H:18]2[C@H:19]([C:21]3[CH:26]=[CH:25][C:24]([F:27])=[CH:23][CH:22]=3)[CH2:20][N:16]([C:14]([N:11]3[CH2:12][CH2:13][NH:8][CH2:9][CH2:10]3)=[O:15])[CH2:17]2)[CH3:29])=[O:48])[CH:39]=[C:38]([C:40]([F:42])([F:41])[F:43])[CH:37]=1, predict the reactants needed to synthesize it. (2) Given the product [CH3:1][C:3]1[O:4][CH:5]=[CH:6][C:7]=1[C:8]1[C:18]2[O:17][CH2:16][CH2:15][N:14]([C:19]([O:21][C:22]([CH3:25])([CH3:24])[CH3:23])=[O:20])[CH2:13][C:12]=2[CH:11]=[CH:10][CH:9]=1, predict the reactants needed to synthesize it. The reactants are: [CH:1]([C:3]1[O:4][CH:5]=[CH:6][C:7]=1[C:8]1[C:18]2[O:17][CH2:16][CH2:15][N:14]([C:19]([O:21][C:22]([CH3:25])([CH3:24])[CH3:23])=[O:20])[CH2:13][C:12]=2[CH:11]=[CH:10][CH:9]=1)=O.O.NN.C(O)CO.[OH-].[K+]. (3) Given the product [C:1]([O:5][C:6]([N:7]([CH3:8])[CH:9]([CH3:10])[C:11]([NH:12][CH:13]([C:19](=[O:20])[N:21]1[CH:25]([C:26](=[O:38])[NH:27][CH:28]2[C:37]3[C:32](=[CH:33][CH:34]=[CH:35][CH:36]=3)[CH2:31][CH2:30][CH2:29]2)[CH2:24][S:23][CH2:22]1)[CH2:14][CH2:15][CH2:16][CH2:17][NH:18][C:53](=[O:54])[C:52]1[CH:51]=[C:50]([C:58]([C:59]2[C:60]3[C:65]([O:66][C:67]4[C:72]=2[CH:71]=[CH:70][C:69](=[O:73])[CH:68]=4)=[CH:64][C:63]([OH:74])=[CH:62][CH:61]=3)=[CH:57][CH:56]=1)[C:49]([OH:75])=[O:48])=[O:39])=[O:40])([CH3:2])([CH3:3])[CH3:4], predict the reactants needed to synthesize it. The reactants are: [C:1]([O:5][C:6](=[O:40])[N:7]([CH:9]([C:11](=[O:39])[NH:12][CH:13]([C:19]([N:21]1[CH:25]([C:26](=[O:38])[NH:27][CH:28]2[C:37]3[C:32](=[CH:33][CH:34]=[CH:35][CH:36]=3)[CH2:31][CH2:30][CH2:29]2)[CH2:24][S:23][CH2:22]1)=[O:20])[CH2:14][CH2:15][CH2:16][CH2:17][NH2:18])[CH3:10])[CH3:8])([CH3:4])([CH3:3])[CH3:2].O=C1CCC(=O)N1[O:48][C:49](=[O:75])[C:50]1[CH:51]=[C:52]([CH:56]=[CH:57][C:58]=1[C:59]1[C:60]2[C:65]([O:66][C:67]3[C:72]=1[CH:71]=[CH:70][C:69](=[O:73])[CH:68]=3)=[CH:64][C:63]([OH:74])=[CH:62][CH:61]=2)[C:53](O)=[O:54]. (4) The reactants are: [CH:1]1([CH2:6][CH2:7][CH2:8][CH2:9]O)[CH2:5][CH2:4][CH2:3][CH2:2]1.[Br:11]P(Br)(C1C=CC=CC=1)(C1C=CC=CC=1)C1C=CC=CC=1. Given the product [Br:11][CH2:9][CH2:8][CH2:7][CH2:6][CH:1]1[CH2:5][CH2:4][CH2:3][CH2:2]1, predict the reactants needed to synthesize it. (5) Given the product [CH3:4][N:5]1[C:13]2[C:8](=[CH:9][CH:10]=[CH:11][CH:12]=2)[CH:7]=[C:6]1[C:14]1[NH:16][C:22](=[O:23])[CH2:18][C:19](=[O:20])[N:15]=1, predict the reactants needed to synthesize it. The reactants are: C[O-].[Na+].[CH3:4][N:5]1[C:13]2[C:8](=[CH:9][CH:10]=[CH:11][CH:12]=2)[CH:7]=[C:6]1[C:14]([NH2:16])=[NH:15].C[C:18](C)([C:22]([O-])=[O:23])[C:19]([O-])=[O:20]. (6) Given the product [CH3:14][O:13][C:11]([C:9]1[CH:8]=[CH:7][N:6]2[C:2]([C:21]3[CH:22]=[CH:23][C:18]([F:17])=[C:19]([C:33]4[C:34]([C:39]#[N:40])=[CH:35][CH:36]=[CH:37][CH:38]=4)[CH:20]=3)=[CH:3][N:4]=[C:5]2[N:10]=1)([O:15][CH3:16])[CH3:12], predict the reactants needed to synthesize it. The reactants are: Br[C:2]1[N:6]2[CH:7]=[CH:8][C:9]([C:11]([O:15][CH3:16])([O:13][CH3:14])[CH3:12])=[N:10][C:5]2=[N:4][CH:3]=1.[F:17][C:18]1[CH:23]=[CH:22][C:21](B2OC(C)(C)C(C)(C)O2)=[CH:20][C:19]=1[C:33]1[C:34]([C:39]#[N:40])=[CH:35][CH:36]=[CH:37][CH:38]=1. (7) The reactants are: [CH2:1]([O:3][C:4]([CH:6]1[CH:8]([CH2:9][OH:10])[CH:7]1[C:11](=[O:27])[NH:12][C:13]1[CH:18]=[CH:17][C:16]([N:19]2[CH:24]=[CH:23][CH:22]=[CH:21][C:20]2=[O:25])=[CH:15][C:14]=1[F:26])=[O:5])[CH3:2].CC(C)=O.OS(O)(=O)=O.O=[Cr](=O)=O.OS([O-])=O.[Na+].S(Cl)(Cl)=O. Given the product [CH2:1]([O:3][C:4]([CH:6]1[CH:8]2[CH:7]1[C:11](=[O:27])[N:12]([C:13]1[CH:18]=[CH:17][C:16]([N:19]3[CH:24]=[CH:23][CH:22]=[CH:21][C:20]3=[O:25])=[CH:15][C:14]=1[F:26])[C:9]2=[O:10])=[O:5])[CH3:2], predict the reactants needed to synthesize it. (8) Given the product [F:40][C:41]1([C:45]2[CH:46]=[CH:47][C:48]([C:49]#[N:50])=[CH:51][CH:52]=2)[CH2:42][N:43]([C:6](=[O:7])[C:5]2[CH:9]=[CH:10][C:2]([CH3:1])=[C:3]([C:11]3[NH:15][C:14]([C:16]4([CH3:20])[CH2:17][O:18][CH2:19]4)=[N:13][C:12]=3[CH3:21])[CH:4]=2)[CH2:44]1, predict the reactants needed to synthesize it. The reactants are: [CH3:1][C:2]1[CH:10]=[CH:9][C:5]([C:6](O)=[O:7])=[CH:4][C:3]=1[C:11]1[NH:15][C:14]([C:16]2([CH3:20])[CH2:19][O:18][CH2:17]2)=[N:13][C:12]=1[CH3:21].CC1NC(C2C=C(C=CC=2C)C(O)=O)=C(C)N=1.Cl.[F:40][C:41]1([C:45]2[CH:52]=[CH:51][C:48]([C:49]#[N:50])=[CH:47][CH:46]=2)[CH2:44][NH:43][CH2:42]1.Cl.N1CC(C2C=CC(C#N)=CC=2)C1.